The task is: Binary Classification. Given a drug SMILES string, predict its activity (active/inactive) in a high-throughput screening assay against a specified biological target.. This data is from In vitro SARS-CoV-2 activity screen of 1,480 approved drugs from Prestwick library. (1) The molecule is CC1CCc2c(N3CCC(O)CC3)c(F)cc3c(=O)c(C(=O)O)cn1c23. The result is 0 (inactive). (2) The result is 0 (inactive). The molecule is C[C@@H](NCCCc1cccc(C(F)(F)F)c1)c1cccc2ccccc12.Cl. (3) The drug is CN(C)CCCOc1nn(Cc2ccccc2)c2ccccc12.Cl. The result is 0 (inactive). (4) The compound is CN(C(=O)CN(CCO)CC(=O)N(C)C(C)(C)Cc1ccccc1)C(C)(C)Cc1ccccc1. The result is 0 (inactive). (5) The molecule is C[C@H](CCc1ccccc1)NC[C@H](O)c1ccc(O)c(C(N)=O)c1. The result is 1 (active).